From a dataset of Reaction yield outcomes from USPTO patents with 853,638 reactions. Predict the reaction yield, written as a fraction of the theoretical maximum amount of product (1.0 means a 100% yield; for example, 0.34 means a 34% yield). (1) The reactants are [CH:1]1[N:5]=[CH:4][N:3]([CH2:6][C:7]([P:13]([OH:16])([OH:15])=[O:14])([P:9]([OH:12])([OH:11])=[O:10])[OH:8])[CH:2]=1.[OH-:17].[Na+:18]. The catalyst is O. The product is [CH:1]1[N:5]=[CH:4][N:3]([CH2:6][C:7]([P:9]([O-:12])([OH:11])=[O:10])([P:13]([O-:15])([OH:16])=[O:14])[OH:8])[CH:2]=1.[OH2:17].[OH2:8].[OH2:8].[OH2:8].[Na+:18].[Na+:18]. The yield is 0.220. (2) The reactants are C(OC(=O)[NH:10][CH:11]1[CH2:16][CH2:15][CH:14]([CH2:17][S:18]([CH3:21])(=[O:20])=[O:19])[CH2:13][CH2:12]1)C1C=CC=CC=1. The catalyst is C(O)C.[Pd]. The product is [CH3:21][S:18]([CH2:17][CH:14]1[CH2:15][CH2:16][CH:11]([NH2:10])[CH2:12][CH2:13]1)(=[O:19])=[O:20]. The yield is 0.950. (3) The reactants are [F:1][C:2]1[CH:3]=[CH:4][C:5]([N+:11]([O-:13])=[O:12])=[C:6]([CH:10]=1)[C:7](O)=[O:8].Cl.CN.C[CH2:18][N:19]=C=NCCCN(C)C.C1C=CC2N(O)N=NC=2C=1.C(N(CC)CC)C. The catalyst is CN(C=O)C.C(OCC)(=O)C. The product is [F:1][C:2]1[CH:3]=[CH:4][C:5]([N+:11]([O-:13])=[O:12])=[C:6]([CH:10]=1)[C:7]([NH:19][CH3:18])=[O:8]. The yield is 0.900. (4) The reactants are [F:1][C:2]1[CH:3]=[C:4]([C:9]2(O)[CH2:14][CH2:13][O:12][CH2:11][CH2:10]2)[CH:5]=[C:6]([F:8])[CH:7]=1.CS(Cl)(=O)=O.C1CCN2C(=NCCC2)CC1. The catalyst is C(Cl)Cl. The product is [F:1][C:2]1[CH:3]=[C:4]([C:9]2[CH2:14][CH2:13][O:12][CH2:11][CH:10]=2)[CH:5]=[C:6]([F:8])[CH:7]=1. The yield is 0.380. (5) The reactants are [C:1]([N:9]=C=O)(=[O:8])C1C=CC=CC=1.C(O[C:15]([C:17]1[O:32][C:20]2=[N:21][C:22]([C:26]3[CH:31]=[CH:30][CH:29]=[CH:28][CH:27]=3)=[CH:23][C:24]([CH3:25])=[C:19]2[C:18]=1[NH2:33])=[O:16])C.CC[O-].[Na+].C(O)C. The catalyst is CC(C)=O.O. The product is [CH3:25][C:24]1[C:19]2[C:18]3[NH:33][C:1](=[O:8])[NH:9][C:15](=[O:16])[C:17]=3[O:32][C:20]=2[N:21]=[C:22]([C:26]2[CH:27]=[CH:28][CH:29]=[CH:30][CH:31]=2)[CH:23]=1. The yield is 0.850. (6) The reactants are [F:1][C:2]1[CH:3]=[C:4]([S:8]([NH2:11])(=[O:10])=[O:9])[CH:5]=[CH:6][CH:7]=1.[Cl:12][C:13]1[C:22](Cl)=[N:21][C:20]2[C:15](=[CH:16][CH:17]=[CH:18][CH:19]=2)[N:14]=1.C([O-])([O-])=O.[K+].[K+]. The catalyst is CN(C=O)C. The product is [Cl:12][C:13]1[C:22]([NH:11][S:8]([C:4]2[CH:5]=[CH:6][CH:7]=[C:2]([F:1])[CH:3]=2)(=[O:9])=[O:10])=[N:21][C:20]2[C:15]([N:14]=1)=[CH:16][CH:17]=[CH:18][CH:19]=2. The yield is 0.830.